Dataset: Catalyst prediction with 721,799 reactions and 888 catalyst types from USPTO. Task: Predict which catalyst facilitates the given reaction. (1) Reactant: [OH:1][NH:2][C:3]([C:5]1[CH:13]=[CH:12][C:11]2[NH:10][C:9]3[CH:14]([CH2:17][C:18]([O:20][CH2:21][CH3:22])=[O:19])[CH2:15][CH2:16][C:8]=3[C:7]=2[CH:6]=1)=[NH:4].C(N(CC)CC)C.[F:30][C:31]([F:43])([F:42])[O:32][C:33]1[CH:41]=[CH:40][C:36]([C:37](Cl)=O)=[CH:35][CH:34]=1. Product: [F:30][C:31]([F:42])([F:43])[O:32][C:33]1[CH:34]=[CH:35][C:36]([C:37]2[O:1][N:2]=[C:3]([C:5]3[CH:13]=[CH:12][C:11]4[NH:10][C:9]5[CH:14]([CH2:17][C:18]([O:20][CH2:21][CH3:22])=[O:19])[CH2:15][CH2:16][C:8]=5[C:7]=4[CH:6]=3)[N:4]=2)=[CH:40][CH:41]=1. The catalyst class is: 1. (2) Reactant: [Cl:1][C:2]1[CH:3]=[C:4]([CH:6]=[CH:7][CH:8]=1)[NH2:5].[CH2:9]([O:11][C:12](=[O:26])[CH:13]([C:18](=O)[C:19]1[CH:24]=[CH:23][CH:22]=[CH:21][CH:20]=1)[CH2:14][C:15](=O)[CH3:16])[CH3:10].CC1C=CC(S(O)(=O)=O)=CC=1. Product: [CH2:9]([O:11][C:12]([C:13]1[CH:14]=[C:15]([CH3:16])[N:5]([C:4]2[CH:6]=[CH:7][CH:8]=[C:2]([Cl:1])[CH:3]=2)[C:18]=1[C:19]1[CH:20]=[CH:21][CH:22]=[CH:23][CH:24]=1)=[O:26])[CH3:10]. The catalyst class is: 8. (3) Reactant: [CH3:1][CH:2]([S:4]([NH:7][CH:8]1[CH2:12][CH2:11][CH2:10][CH:9]1[O:13]CC1C=CC=CC=1)(=[O:6])=[O:5])[CH3:3].[Cl:21][C:22]1[CH:27]=[CH:26][C:25]([Mg]Br)=[CH:24][CH:23]=1.[Cl-].[NH4+]. Product: [Cl:21][C:22]1[CH:27]=[CH:26][C:25]([C:9]2([OH:13])[CH2:10][CH2:11][CH2:12][CH:8]2[NH:7][S:4]([CH:2]([CH3:1])[CH3:3])(=[O:5])=[O:6])=[CH:24][CH:23]=1. The catalyst class is: 20. (4) Reactant: C(N(CC)C(C)C)(C)C.Cl.Cl.[CH3:12][Si:13]([CH3:40])([CH3:39])[CH2:14][CH2:15][O:16][CH2:17][N:18]1[C:22]2[N:23]=[CH:24][N:25]=[C:26]([C:27]3[CH:28]=[N:29][N:30]([C:32]4([CH2:36][C:37]#[N:38])[CH2:35][NH:34][CH2:33]4)[CH:31]=3)[C:21]=2[CH:20]=[CH:19]1.Cl[C:42]1[N:43]=[CH:44][C:45]([C:48]([NH:50][C@@H:51]([CH:56]2[CH2:58][CH2:57]2)[C:52]([F:55])([F:54])[F:53])=[O:49])=[N:46][CH:47]=1.C([O-])(O)=O.[Na+]. Product: [C:37]([CH2:36][C:32]1([N:30]2[CH:31]=[C:27]([C:26]3[C:21]4[CH:20]=[CH:19][N:18]([CH2:17][O:16][CH2:15][CH2:14][Si:13]([CH3:39])([CH3:12])[CH3:40])[C:22]=4[N:23]=[CH:24][N:25]=3)[CH:28]=[N:29]2)[CH2:33][N:34]([C:42]2[N:43]=[CH:44][C:45]([C:48]([NH:50][C@@H:51]([CH:56]3[CH2:58][CH2:57]3)[C:52]([F:55])([F:54])[F:53])=[O:49])=[N:46][CH:47]=2)[CH2:35]1)#[N:38]. The catalyst class is: 37.